This data is from Forward reaction prediction with 1.9M reactions from USPTO patents (1976-2016). The task is: Predict the product of the given reaction. (1) Given the reactants [Br:1][C:2]1[CH:3]=[C:4]2[C:12](=[CH:13][CH:14]=1)[NH:11][C:10]1[CH:9]([NH2:15])[CH2:8][CH2:7][CH2:6][C:5]2=1.[F:16][C:17]1[CH:18]=[C:19]([CH:23]=[CH:24][CH:25]=1)[C:20](Cl)=[O:21], predict the reaction product. The product is: [Br:1][C:2]1[CH:3]=[C:4]2[C:12](=[CH:13][CH:14]=1)[NH:11][C:10]1[CH:9]([NH:15][C:20](=[O:21])[C:19]3[CH:23]=[CH:24][CH:25]=[C:17]([F:16])[CH:18]=3)[CH2:8][CH2:7][CH2:6][C:5]2=1. (2) The product is: [CH:13]12[CH2:14][CH:15]([CH:16]([NH:18][C:19](=[O:28])[O:20][CH2:21][C:22]3[CH:23]=[CH:24][CH:25]=[CH:26][CH:27]=3)[CH2:17]1)[CH2:29][O:30]2. Given the reactants S(Cl)(C1C=CC(C)=CC=1)(=O)=O.O[CH:13]1[CH2:17][CH:16]([NH:18][C:19](=[O:28])[O:20][CH2:21][C:22]2[CH:27]=[CH:26][CH:25]=[CH:24][CH:23]=2)[CH:15]([CH2:29][OH:30])[CH2:14]1.N1C=CC=CC=1, predict the reaction product. (3) Given the reactants [CH3:1][C:2]([CH3:29])([CH3:28])[C:3]([NH:5][NH:6][C:7](=[O:27])[C:8]1[CH:13]=[CH:12][C:11]([O:14][CH3:15])=[CH:10][C:9]=1[N:16]1[CH2:21][CH2:20][CH:19]([CH2:22][O:23][CH2:24][O:25][CH3:26])[CH2:18][CH2:17]1)=O, predict the reaction product. The product is: [C:2]([C:3]1[O:27][C:7]([C:8]2[CH:13]=[CH:12][C:11]([O:14][CH3:15])=[CH:10][C:9]=2[N:16]2[CH2:21][CH2:20][CH:19]([CH2:22][O:23][CH2:24][O:25][CH3:26])[CH2:18][CH2:17]2)=[N:6][N:5]=1)([CH3:28])([CH3:29])[CH3:1]. (4) Given the reactants Br[C:2]1[CH:11]=[CH:10][C:9]([C:12]2[CH:17]=[C:16]([O:18][CH3:19])[CH:15]=[C:14]([O:20][CH3:21])[CH:13]=2)=[C:8]2[C:3]=1[N:4]=[CH:5][C:6]([OH:22])=[N:7]2.BrC1C=CC(C2C=C(OC)C=C(OC)C=2)=[C:28]2C=1N=C(O)C=[N:29]2.C([Cu])#N, predict the reaction product. The product is: [CH3:21][O:20][C:14]1[CH:13]=[C:12]([C:9]2[C:8]3[N:7]=[C:6]([OH:22])[CH:5]=[N:4][C:3]=3[C:2]([C:28]#[N:29])=[CH:11][CH:10]=2)[CH:17]=[C:16]([O:18][CH3:19])[CH:15]=1. (5) Given the reactants C([N:5]1[CH2:9][CH2:8][N:7]([C:10]2[CH:15]=[CH:14][C:13]([N:16]3[CH:21]=[C:20]([O:22][CH3:23])[C:19](=[O:24])[C:18]([C:25]4[N:29]([C:30]5[CH:35]=[CH:34][CH:33]=[CH:32][CH:31]=5)[N:28]=[CH:27][CH:26]=4)=[N:17]3)=[C:12]([F:36])[CH:11]=2)[C:6]1=[O:37])(C)(C)C, predict the reaction product. The product is: [F:36][C:12]1[CH:11]=[C:10]([N:7]2[CH2:8][CH2:9][NH:5][C:6]2=[O:37])[CH:15]=[CH:14][C:13]=1[N:16]1[CH:21]=[C:20]([O:22][CH3:23])[C:19](=[O:24])[C:18]([C:25]2[N:29]([C:30]3[CH:31]=[CH:32][CH:33]=[CH:34][CH:35]=3)[N:28]=[CH:27][CH:26]=2)=[N:17]1.